From a dataset of Peptide-MHC class II binding affinity with 134,281 pairs from IEDB. Regression. Given a peptide amino acid sequence and an MHC pseudo amino acid sequence, predict their binding affinity value. This is MHC class II binding data. (1) The peptide sequence is LSSNDLAKYKANWIE. The MHC is DRB3_0202 with pseudo-sequence DRB3_0202. The binding affinity (normalized) is 0.566. (2) The peptide sequence is TAAFRDVLVVLNKRT. The MHC is DRB1_0101 with pseudo-sequence DRB1_0101. The binding affinity (normalized) is 0.889. (3) The peptide sequence is EGKPTEKHIQIRSTN. The MHC is HLA-DPA10201-DPB10501 with pseudo-sequence HLA-DPA10201-DPB10501. The binding affinity (normalized) is 0. (4) The peptide sequence is AGAWRTAAVELARAL. The MHC is DRB3_0202 with pseudo-sequence DRB3_0202. The binding affinity (normalized) is 0.609. (5) The peptide sequence is LVVRMYLSSQAIRLV. The MHC is DRB1_0405 with pseudo-sequence DRB1_0405. The binding affinity (normalized) is 0.572. (6) The peptide sequence is ATAANAAPANDKFTV. The MHC is DRB3_0101 with pseudo-sequence DRB3_0101. The binding affinity (normalized) is 0.0390.